This data is from Experimentally validated miRNA-target interactions with 360,000+ pairs, plus equal number of negative samples. The task is: Binary Classification. Given a miRNA mature sequence and a target amino acid sequence, predict their likelihood of interaction. (1) The miRNA is hsa-miR-6849-3p with sequence ACCAGCCUGUGUCCACCUCCAG. The protein sequence of the target gene is MESETEPEPVTLLVKSPNQRHRDLELSGDRGWSVGHLKAHLSRVYPERPRPEDQRLIYSGKLLLDHQCLRDLLPKQEKRHVLHLVCNVKSPSKMPEINAKVAESTEEPAGSNRGQYPEDSSSDGLRQREVLRNLSSPGWENISRPEAAQQAFQGLGPGFSGYTPYGWLQLSWFQQIYARQYYMQYLAATAASGAFVPPPSAQEIPVVSAPAPAPIHNQFPAENQPANQNAAPQVVVNPGANQNLRMNAQGGPIVEEDDEINRDWLDWTYSAATFSVFLSILYFYSSLSRFLMVMGATVVM.... Result: 1 (interaction). (2) The miRNA is hsa-miR-3688-5p with sequence AGUGGCAAAGUCUUUCCAUAU. The protein sequence of the target gene is MAERRRHKKRIQEVGEPSKEEKAVAKYLRFNCPTKSTNMMGHRVDYFIASKAVECLLDSKWAKAKKGEDALFTTRESVVDYCNRLLKKQFFHRALKVMKMKYDKDVKKEKDKGKSESGKEDDKKSKKESVKEEKTKKEKEKKKDGEKEDSKKEETPGTPKKKETKKKFKLEPHDDQVFLDGNEVFVWIYDPVHIKTFVMGLILVIAVIAATLFPLWPAEMRVGVYYLSVGAGCFVASILLLAIARCILFLIIWLITGGRHHFWFLPNLTADVGFIDSFRPLYTHEYKGPKADLKKDEKSE.... Result: 0 (no interaction).